From a dataset of Forward reaction prediction with 1.9M reactions from USPTO patents (1976-2016). Predict the product of the given reaction. (1) Given the reactants [Cl:1][C:2]1[C:3](I)=[CH:4][C:5]([F:8])=[N:6][CH:7]=1.[C:10]([O:14][C:15]([NH:17][C:18]1[CH:19]=[C:20](B(O)O)[CH:21]=[CH:22][C:23]=1[Cl:24])=[O:16])([CH3:13])([CH3:12])[CH3:11].C(=O)([O-])[O-].[Na+].[Na+], predict the reaction product. The product is: [Cl:24][C:23]1[CH:22]=[CH:21][C:20]([C:3]2[C:2]([Cl:1])=[CH:7][N:6]=[C:5]([F:8])[CH:4]=2)=[CH:19][C:18]=1[NH:17][C:15](=[O:16])[O:14][C:10]([CH3:12])([CH3:11])[CH3:13]. (2) Given the reactants [N:1]1([C:7]2[C:8]3[S:28][C:27]([CH2:29][N:30]4[CH2:35][CH2:34][N:33]([C:36]([CH3:41])([CH3:40])[C:37]([NH2:39])=[O:38])[CH2:32][CH2:31]4)=[CH:26][C:9]=3[N:10]=[C:11]([Sn](CCCC)(CCCC)CCCC)[N:12]=2)[CH2:6][CH2:5][O:4][CH2:3][CH2:2]1.Br[C:43]1[N:48]2[CH:49]=[CH:50][N:51]=[C:47]2[CH:46]=[CH:45][CH:44]=1, predict the reaction product. The product is: [N:51]1[CH:50]=[CH:49][N:48]2[C:43]([C:11]3[N:12]=[C:7]([N:1]4[CH2:6][CH2:5][O:4][CH2:3][CH2:2]4)[C:8]4[S:28][C:27]([CH2:29][N:30]5[CH2:35][CH2:34][N:33]([C:36]([CH3:41])([CH3:40])[C:37]([NH2:39])=[O:38])[CH2:32][CH2:31]5)=[CH:26][C:9]=4[N:10]=3)=[CH:44][CH:45]=[CH:46][C:47]=12. (3) Given the reactants [C:1]([O:5][C:6](=[O:37])[NH:7][C:8]1[S:9][C:10]([C:27]([O:29][Si:30]([C:33]([CH3:36])([CH3:35])[CH3:34])([CH3:32])[CH3:31])=[CH2:28])=[CH:11][C:12]=1[S:13](=[O:26])(=[O:25])[N:14]([CH2:16][CH2:17][C:18]1[CH:23]=[CH:22][C:21]([F:24])=[CH:20][CH:19]=1)[CH3:15])([CH3:4])([CH3:3])[CH3:2].[C:38](#[N:41])[CH:39]=[CH2:40], predict the reaction product. The product is: [C:1]([O:5][C:6](=[O:37])[NH:7][C:8]1[S:9][C:10]2[CH:27]([O:29][Si:30]([C:33]([CH3:36])([CH3:35])[CH3:34])([CH3:32])[CH3:31])[CH2:28][CH2:40][CH:39]([C:38]#[N:41])[C:11]=2[C:12]=1[S:13](=[O:25])(=[O:26])[N:14]([CH2:16][CH2:17][C:18]1[CH:19]=[CH:20][C:21]([F:24])=[CH:22][CH:23]=1)[CH3:15])([CH3:3])([CH3:2])[CH3:4]. (4) Given the reactants [CH3:1][C@H:2]1[CH2:7][CH2:6][CH2:5][C@H:4]([CH3:8])[C:3]1=[N:9]O.C(=O)([O-])[O-:12], predict the reaction product. The product is: [CH3:1][C@H:2]1[CH2:7][CH2:6][CH2:5][C@H:4]([CH3:8])[NH:9][C:3]1=[O:12]. (5) Given the reactants [CH2:1]([NH2:11])[CH2:2][CH2:3][CH2:4][CH2:5][CH2:6][CH2:7][CH2:8][CH2:9][NH2:10].[C:12](#[N:15])[CH:13]=[CH2:14], predict the reaction product. The product is: [C:12]([CH2:13][CH2:14][N:11]([CH2:3][CH2:2][C:1]#[N:11])[CH2:1][CH2:2][CH2:3][CH2:4][CH2:5][CH2:6][CH2:7][CH2:8][CH2:9][N:10]([CH2:7][CH2:8][C:9]#[N:10])[CH2:14][CH2:13][C:12]#[N:15])#[N:15]. (6) Given the reactants [Cl:1][C:2]1[CH:7]=[C:6]([Cl:8])[CH:5]=[CH:4][C:3]=1[C@H:9]1[C@H:14]([N+:15]([O-])=O)[CH2:13][C:12]([CH2:18][NH:19][C:20]([C:22]2[CH:31]=[CH:30][C:25]([C:26]([O:28]C)=[O:27])=[CH:24][CH:23]=2)=[O:21])=[CH:11][CH2:10]1, predict the reaction product. The product is: [NH2:15][C@@H:14]1[CH2:13][C:12]([CH2:18][NH:19][C:20]([C:22]2[CH:31]=[CH:30][C:25]([C:26]([OH:28])=[O:27])=[CH:24][CH:23]=2)=[O:21])=[CH:11][CH2:10][C@H:9]1[C:3]1[CH:4]=[CH:5][C:6]([Cl:8])=[CH:7][C:2]=1[Cl:1].